This data is from Reaction yield outcomes from USPTO patents with 853,638 reactions. The task is: Predict the reaction yield, written as a fraction of the theoretical maximum amount of product (1.0 means a 100% yield; for example, 0.34 means a 34% yield). The reactants are Br[C:2]1[C:8]([C:9]([F:12])([F:11])[F:10])=[CH:7][C:5]([NH2:6])=[CH:4][C:3]=1[Cl:13].CC1(C)C(C)(C)OB([C:22]2[CH2:27][CH2:26][N:25]([C:28]([O:30][C:31]([CH3:34])([CH3:33])[CH3:32])=[O:29])[CH2:24][CH:23]=2)O1.C(=O)([O-])[O-].[K+].[K+].CN(C=O)C. The catalyst is O. The product is [NH2:6][C:5]1[CH:7]=[C:8]([C:9]([F:12])([F:11])[F:10])[C:2]([C:22]2[CH2:27][CH2:26][N:25]([C:28]([O:30][C:31]([CH3:34])([CH3:33])[CH3:32])=[O:29])[CH2:24][CH:23]=2)=[C:3]([Cl:13])[CH:4]=1. The yield is 0.640.